Dataset: Peptide-MHC class I binding affinity with 185,985 pairs from IEDB/IMGT. Task: Regression. Given a peptide amino acid sequence and an MHC pseudo amino acid sequence, predict their binding affinity value. This is MHC class I binding data. (1) The peptide sequence is VVPRYGVRL. The MHC is HLA-A02:03 with pseudo-sequence HLA-A02:03. The binding affinity (normalized) is 0.0847. (2) The peptide sequence is GIGTFLHYK. The MHC is HLA-A33:01 with pseudo-sequence HLA-A33:01. The binding affinity (normalized) is 0.239. (3) The peptide sequence is QANSDLGTW. The MHC is HLA-B07:02 with pseudo-sequence HLA-B07:02. The binding affinity (normalized) is 0. (4) The peptide sequence is SSARYDVAL. The MHC is HLA-B15:09 with pseudo-sequence HLA-B15:09. The binding affinity (normalized) is 0.313. (5) The peptide sequence is SVLAPLVPTGS. The MHC is Mamu-B08 with pseudo-sequence YSSEYEERAGHTDADTLYLTYHYYTWAEVAYTWY. The binding affinity (normalized) is 0.